This data is from Reaction yield outcomes from USPTO patents with 853,638 reactions. The task is: Predict the reaction yield, written as a fraction of the theoretical maximum amount of product (1.0 means a 100% yield; for example, 0.34 means a 34% yield). The reactants are [C:1]([C:3](=[CH:7][C:8]1[CH:13]=[CH:12][C:11]([OH:14])=[CH:10][CH:9]=1)[C:4]([OH:6])=[O:5])#[N:2]. The catalyst is C(OCC)(=O)C. The product is [C:1]([CH:3]([CH2:7][C:8]1[CH:9]=[CH:10][C:11]([OH:14])=[CH:12][CH:13]=1)[C:4]([OH:6])=[O:5])#[N:2]. The yield is 0.989.